From a dataset of Forward reaction prediction with 1.9M reactions from USPTO patents (1976-2016). Predict the product of the given reaction. (1) Given the reactants F[C:2]1[C:11]([F:12])=[CH:10][CH:9]=[CH:8][C:3]=1[C:4]([O:6][CH3:7])=[O:5].[N:13]1([CH2:19][CH2:20][NH2:21])[CH2:18][CH2:17][CH2:16][CH2:15][CH2:14]1.CCOC(C)=O, predict the reaction product. The product is: [N:13]1([CH2:19][CH2:20][NH:21][C:2]2[C:11]([F:12])=[CH:10][CH:9]=[CH:8][C:3]=2[C:4]([O:6][CH3:7])=[O:5])[CH2:18][CH2:17][CH2:16][CH2:15][CH2:14]1. (2) Given the reactants [CH3:1][NH:2][C:3]([C:5]1[CH:10]=[CH:9][C:8](B(O)O)=[CH:7][CH:6]=1)=[O:4].Br[C:15]1[N:20]=[C:19]2[S:21][C:22]([NH:24][C:25](=[O:37])[C:26]3[CH:31]=[CH:30][C:29]([C:32]([CH3:36])([CH3:35])[CH2:33][OH:34])=[CH:28][CH:27]=3)=[N:23][C:18]2=[CH:17][CH:16]=1, predict the reaction product. The product is: [OH:34][CH2:33][C:32]([C:29]1[CH:30]=[CH:31][C:26]([C:25]([NH:24][C:22]2[S:21][C:19]3[C:18]([N:23]=2)=[CH:17][CH:16]=[C:15]([C:8]2[CH:9]=[CH:10][C:5]([C:3](=[O:4])[NH:2][CH3:1])=[CH:6][CH:7]=2)[N:20]=3)=[O:37])=[CH:27][CH:28]=1)([CH3:36])[CH3:35]. (3) Given the reactants [NH:1]([C:8]([NH:10][C:11]1[CH:31]=[CH:30][C:14]([CH2:15][C@H:16]2[CH2:20][O:19]C(C)(C)[N:17]2C(OC(C)(C)C)=O)=[CH:13][CH:12]=1)=[O:9])[C:2]1[CH:7]=[CH:6][CH:5]=[CH:4][CH:3]=1.[ClH:32], predict the reaction product. The product is: [ClH:32].[NH2:17][C@H:16]([CH2:20][OH:19])[CH2:15][C:14]1[CH:13]=[CH:12][C:11]([NH:10][C:8]([NH:1][C:2]2[CH:3]=[CH:4][CH:5]=[CH:6][CH:7]=2)=[O:9])=[CH:31][CH:30]=1. (4) Given the reactants [Cl:1][C:2]1[CH:7]=[CH:6][C:5]([C:8]2[C:9]3[C:24]([CH3:25])=[C:23]([CH3:26])[S:22][C:10]=3[NH:11]/[C:12](=[N:17]\[NH:18][C:19](=O)[CH3:20])/[C:13]([CH3:16])([CH3:15])[N:14]=2)=[CH:4][CH:3]=1.CC1C=CC(S(O)(=O)=O)=CC=1, predict the reaction product. The product is: [Cl:1][C:2]1[CH:7]=[CH:6][C:5]([C:8]2[C:9]3[C:24]([CH3:25])=[C:23]([CH3:26])[S:22][C:10]=3[N:11]3[C:19]([CH3:20])=[N:18][N:17]=[C:12]3[C:13]([CH3:16])([CH3:15])[N:14]=2)=[CH:4][CH:3]=1.